Dataset: Full USPTO retrosynthesis dataset with 1.9M reactions from patents (1976-2016). Task: Predict the reactants needed to synthesize the given product. (1) Given the product [CH3:23][N:24]1[CH2:29][CH2:28][N:27]([CH2:30][CH2:31][NH:32][C:15]([C:13]2[CH:12]=[N:11][C:7]3[NH:8][CH2:9][CH2:10][N:5]([CH2:4][C:3]4[CH:18]=[C:19]([F:22])[CH:20]=[CH:21][C:2]=4[F:1])[C:6]=3[CH:14]=2)=[O:17])[CH2:26][CH2:25]1, predict the reactants needed to synthesize it. The reactants are: [F:1][C:2]1[CH:21]=[CH:20][C:19]([F:22])=[CH:18][C:3]=1[CH2:4][N:5]1[CH2:10][CH2:9][NH:8][C:7]2[N:11]=[CH:12][C:13]([C:15]([OH:17])=O)=[CH:14][C:6]1=2.[CH3:23][N:24]1[CH2:29][CH2:28][N:27]([CH2:30][CH2:31][NH2:32])[CH2:26][CH2:25]1. (2) Given the product [I:16][C:13]1[CH:14]=[C:9]([CH2:1][CH2:2][CH2:3][CH2:4][CH2:5][CH2:6][CH2:7][CH3:8])[CH:10]=[CH:11][C:12]=1[OH:15], predict the reactants needed to synthesize it. The reactants are: [CH2:1]([C:9]1[CH:14]=[CH:13][C:12]([OH:15])=[CH:11][CH:10]=1)[CH2:2][CH2:3][CH2:4][CH2:5][CH2:6][CH2:7][CH3:8].[I:16]I. (3) Given the product [O:64]1[CH2:65][CH2:66][CH2:67][CH2:68][CH:63]1[O:62][NH:61][C:28]([C:25]1[CH:24]=[N:23][C:22]([N:19]2[CH2:18][CH2:17][C:16]3[C:15]4[C:10](=[CH:11][CH:12]=[CH:13][CH:14]=4)[N:9]([CH2:8][CH2:7][N:1]4[CH2:6][CH2:5][CH2:4][CH2:3][CH2:2]4)[C:21]=3[CH2:20]2)=[N:27][CH:26]=1)=[O:29], predict the reactants needed to synthesize it. The reactants are: [N:1]1([CH2:7][CH2:8][N:9]2[C:21]3[CH2:20][N:19]([C:22]4[N:27]=[CH:26][C:25]([C:28](O)=[O:29])=[CH:24][N:23]=4)[CH2:18][CH2:17][C:16]=3[C:15]3[C:10]2=[CH:11][CH:12]=[CH:13][CH:14]=3)[CH2:6][CH2:5][CH2:4][CH2:3][CH2:2]1.CCN=C=NCCCN(C)C.C1C=CC2N(O)N=NC=2C=1.CCN(C(C)C)C(C)C.[NH2:61][O:62][CH:63]1[CH2:68][CH2:67][CH2:66][CH2:65][O:64]1. (4) The reactants are: [F:1][C:2]1[CH:3]=[CH:4][C:5]([C:11]([F:14])([F:13])[F:12])=[C:6]([CH:10]=1)[C:7](Cl)=[O:8].[CH3:15][CH:16]([CH3:35])[CH2:17][CH2:18][CH2:19][NH:20][C:21]([C:23]1[N:24]=[N:25][C:26]([N:29]2[CH2:34][CH2:33][NH:32][CH2:31][CH2:30]2)=[CH:27][CH:28]=1)=[O:22]. Given the product [CH3:15][CH:16]([CH3:35])[CH2:17][CH2:18][CH2:19][NH:20][C:21]([C:23]1[N:24]=[N:25][C:26]([N:29]2[CH2:34][CH2:33][N:32]([C:7](=[O:8])[C:6]3[CH:10]=[C:2]([F:1])[CH:3]=[CH:4][C:5]=3[C:11]([F:14])([F:13])[F:12])[CH2:31][CH2:30]2)=[CH:27][CH:28]=1)=[O:22], predict the reactants needed to synthesize it. (5) Given the product [Br:1][C:2]1[CH:18]=[CH:17][C:5]2[N:6]([C:10]3[CH:15]=[CH:14][C:13]([F:16])=[CH:12][CH:11]=3)[C:7](=[O:9])[N:8]([CH3:19])[C:4]=2[CH:3]=1, predict the reactants needed to synthesize it. The reactants are: [Br:1][C:2]1[CH:18]=[CH:17][C:5]2[N:6]([C:10]3[CH:15]=[CH:14][C:13]([F:16])=[CH:12][CH:11]=3)[C:7](=[O:9])[NH:8][C:4]=2[CH:3]=1.[CH3:19][Si]([N-][Si](C)(C)C)(C)C.[Li+].CI.S(=O)(=O)(O)O. (6) Given the product [ClH:19].[Cl:19][C:20]1[CH:27]=[CH:26][CH:25]=[C:24]([F:28])[C:21]=1[CH2:22][S:18][C:9]1[NH:8][C@H:7]([C:1]2[CH:2]=[CH:3][CH:4]=[CH:5][CH:6]=2)[C@H:11]([C:12]2[CH:13]=[CH:14][CH:15]=[CH:16][CH:17]=2)[N:10]=1, predict the reactants needed to synthesize it. The reactants are: [C:1]1([C@H:7]2[C@@H:11]([C:12]3[CH:17]=[CH:16][CH:15]=[CH:14][CH:13]=3)[NH:10][C:9](=[S:18])[NH:8]2)[CH:6]=[CH:5][CH:4]=[CH:3][CH:2]=1.[Cl:19][C:20]1[CH:27]=[CH:26][CH:25]=[C:24]([F:28])[C:21]=1[CH2:22]Cl. (7) The reactants are: [Br:1][C:2]1[CH:21]=[CH:20][C:5]([O:6][CH2:7][CH:8]2[CH2:13][CH2:12][N:11]([CH2:14][C:15]3(O)[CH2:18][CH2:17][CH2:16]3)[CH2:10][CH2:9]2)=[CH:4][CH:3]=1.CCN(S(F)(F)[F:28])CC.C([O-])(O)=O.[Na+]. Given the product [Br:1][C:2]1[CH:21]=[CH:20][C:5]([O:6][CH2:7][CH:8]2[CH2:13][CH2:12][N:11]([CH2:14][C:15]3([F:28])[CH2:18][CH2:17][CH2:16]3)[CH2:10][CH2:9]2)=[CH:4][CH:3]=1, predict the reactants needed to synthesize it.